Dataset: Forward reaction prediction with 1.9M reactions from USPTO patents (1976-2016). Task: Predict the product of the given reaction. (1) Given the reactants [Cl-].[CH3:2][O:3][CH2:4][P+](C1C=CC=CC=1)(C1C=CC=CC=1)C1C=CC=CC=1.C1([Li])C=CC=CC=1.[CH3:31][C:32]1([CH3:41])[O:36][C@H:35]([CH2:37][CH:38]=O)[C:34](=[O:40])[O:33]1, predict the reaction product. The product is: [CH3:2][O:3][CH:4]=[CH:38][CH2:37][C@H:35]1[O:36][C:32]([CH3:41])([CH3:31])[O:33][C:34]1=[O:40]. (2) Given the reactants [Br:1][C:2]1[C:3]([Cl:22])=[CH:4][C:5](F)=[C:6]([CH:20]=1)[C:7]([NH:9][C:10]1[CH:15]=[CH:14][CH:13]=[C:12]([S:16](=[O:19])(=[O:18])[NH2:17])[CH:11]=1)=[O:8].[F:23][C:24]1[CH:29]=[CH:28][C:27]([OH:30])=[CH:26][CH:25]=1.C(=O)([O-])[O-].[Cs+].[Cs+], predict the reaction product. The product is: [Br:1][C:2]1[C:3]([Cl:22])=[CH:4][C:5]([O:30][C:27]2[CH:28]=[CH:29][C:24]([F:23])=[CH:25][CH:26]=2)=[C:6]([CH:20]=1)[C:7]([NH:9][C:10]1[CH:15]=[CH:14][CH:13]=[C:12]([S:16](=[O:19])(=[O:18])[NH2:17])[CH:11]=1)=[O:8].